Dataset: Retrosynthesis with 50K atom-mapped reactions and 10 reaction types from USPTO. Task: Predict the reactants needed to synthesize the given product. The reactants are: Cc1cncc(N)c1.O=C[C@H]1CC[C@H](NC(=O)c2cc(C(F)(F)F)ccc2Cl)CC1. Given the product Cc1cncc(NC[C@H]2CC[C@H](NC(=O)c3cc(C(F)(F)F)ccc3Cl)CC2)c1, predict the reactants needed to synthesize it.